Task: Predict the reaction yield, written as a fraction of the theoretical maximum amount of product (1.0 means a 100% yield; for example, 0.34 means a 34% yield).. Dataset: Reaction yield outcomes from USPTO patents with 853,638 reactions (1) The reactants are [Si:1]([O:8][C@@H:9]([C@H:14]1[CH2:18][O:17][C:16]([CH3:20])([CH3:19])[N:15]1[C:21]([O:23][C:24]([CH3:27])([CH3:26])[CH3:25])=[O:22])[C@@H:10]([CH3:13])[CH2:11]O)([C:4]([CH3:7])([CH3:6])[CH3:5])([CH3:3])[CH3:2].CC(OC(/N=N/C(OC(C)C)=O)=O)C.C1C=CC(P(C2C=CC=CC=2)C2C=CC=CC=2)=CC=1.C1C=CC(P([N:75]=[N+:76]=[N-:77])(C2C=CC=CC=2)=O)=CC=1. The catalyst is C1COCC1. The product is [N:75]([CH2:11][C@H:10]([CH3:13])[C@H:9]([C@H:14]1[CH2:18][O:17][C:16]([CH3:20])([CH3:19])[N:15]1[C:21]([O:23][C:24]([CH3:27])([CH3:26])[CH3:25])=[O:22])[O:8][Si:1]([C:4]([CH3:7])([CH3:6])[CH3:5])([CH3:3])[CH3:2])=[N+:76]=[N-:77]. The yield is 0.860. (2) The reactants are CCN=C=NCCCN(C)C.[Cl:12][C:13]1[CH:18]=[CH:17][CH:16]=[CH:15][C:14]=1[CH:19]1[CH2:23][CH2:22][CH2:21][NH:20]1.[F:24][C:25]([F:51])([F:50])[C:26]1[CH:27]=[C:28]([CH:43]=[C:44]([C:46]([F:49])([F:48])[F:47])[CH:45]=1)[CH2:29][N:30]1[C:34]([N:35]2[CH:39]=[CH:38][CH:37]=[CH:36]2)=[C:33]([C:40](O)=[O:41])[N:32]=[N:31]1. The catalyst is CN(C1C=CN=CC=1)C.C(Cl)Cl. The product is [F:49][C:46]([F:47])([F:48])[C:44]1[CH:43]=[C:28]([CH:27]=[C:26]([C:25]([F:24])([F:51])[F:50])[CH:45]=1)[CH2:29][N:30]1[C:34]([N:35]2[CH:39]=[CH:38][CH:37]=[CH:36]2)=[C:33]([C:40]([N:20]2[CH2:21][CH2:22][CH2:23][CH:19]2[C:14]2[CH:15]=[CH:16][CH:17]=[CH:18][C:13]=2[Cl:12])=[O:41])[N:32]=[N:31]1. The yield is 1.00. (3) The reactants are [CH:1]1[CH:2]=[CH:3][C:4]([C@@H:7]2[N:16]([C:17]([O:19][C@@H:20]3[CH:25]4[CH2:26][CH2:27][N:22]([CH2:23][CH2:24]4)[CH2:21]3)=[O:18])[CH2:15][CH2:14][C:13]3[CH:12]=[CH:11][CH:10]=[CH:9][C:8]2=3)=[CH:5][CH:6]=1.[C:28]([OH:35])(=[O:34])[CH2:29][CH2:30][C:31]([OH:33])=[O:32]. The catalyst is C1(C)C=CC=CC=1. The product is [CH:1]1[CH:6]=[CH:5][C:4]([C@@H:7]2[N:16]([C:17]([O:19][C@@H:20]3[CH:25]4[CH2:24][CH2:23][N:22]([CH2:27][CH2:26]4)[CH2:21]3)=[O:18])[CH2:15][CH2:14][C:13]3[CH:12]=[CH:11][CH:10]=[CH:9][C:8]2=3)=[CH:3][CH:2]=1.[CH2:29]([C:28]([OH:35])=[O:34])[CH2:30][C:31]([OH:33])=[O:32]. The yield is 1.02. (4) The reactants are [CH3:1][O:2][C:3]([CH:5]1[CH2:7][CH:6]1[C:8]([OH:10])=O)=[O:4].O1CCCC1.C(Cl)(=O)C(Cl)=O.Cl.[NH2:23][C:24]1[N:25]=[C:26]2[CH:31]=[CH:30][C:29]([O:32][C:33]3[CH:34]=[CH:35][C:36]([CH3:49])=[C:37]([NH:39][C:40]([C:42]4[N:46]([CH3:47])[N:45]=[C:44]([CH3:48])[CH:43]=4)=[O:41])[CH:38]=3)=[N:28][N:27]2[CH:50]=1. The catalyst is CN(C)C=O.CN(C)C(=O)C. The product is [CH3:47][N:46]1[C:42]([C:40]([NH:39][C:37]2[CH:38]=[C:33]([CH:34]=[CH:35][C:36]=2[CH3:49])[O:32][C:29]2[CH:30]=[CH:31][C:26]3[N:27]([CH:50]=[C:24]([NH:23][C:8]([CH:6]4[CH2:7][CH:5]4[C:3]([O:2][CH3:1])=[O:4])=[O:10])[N:25]=3)[N:28]=2)=[O:41])=[CH:43][C:44]([CH3:48])=[N:45]1. The yield is 0.250.